From a dataset of Peptide-MHC class I binding affinity with 185,985 pairs from IEDB/IMGT. Regression. Given a peptide amino acid sequence and an MHC pseudo amino acid sequence, predict their binding affinity value. This is MHC class I binding data. (1) The peptide sequence is RARKRGITL. The MHC is HLA-B15:09 with pseudo-sequence HLA-B15:09. The binding affinity (normalized) is 0.0847. (2) The peptide sequence is TIYTSGKRS. The MHC is HLA-A03:01 with pseudo-sequence HLA-A03:01. The binding affinity (normalized) is 0.0269. (3) The peptide sequence is NLFSKNILKY. The MHC is HLA-A68:01 with pseudo-sequence HLA-A68:01. The binding affinity (normalized) is 0.161. (4) The peptide sequence is HTTERGGKAY. The MHC is HLA-A01:01 with pseudo-sequence HLA-A01:01. The binding affinity (normalized) is 0.226. (5) The peptide sequence is GLSASDVDM. The MHC is HLA-A02:03 with pseudo-sequence HLA-A02:03. The binding affinity (normalized) is 0.245. (6) The peptide sequence is ILLLCLIFLL. The MHC is HLA-A02:03 with pseudo-sequence HLA-A02:03. The binding affinity (normalized) is 0.178.